This data is from Catalyst prediction with 721,799 reactions and 888 catalyst types from USPTO. The task is: Predict which catalyst facilitates the given reaction. (1) Reactant: C[O:2][C:3](=[O:50])[C:4]([NH:6][C@@H:7]1[CH2:11][CH2:10][N:9]([C:12]2[N:20]=[C:19]3[C:15]([N:16]=[CH:17][N:18]3[C@H:21]3[C@H:25]([OH:26])[C@H:24]([OH:27])[C@@H:23]([C:28]4[N:29]=[N:30][N:31]([CH2:33][CH3:34])[N:32]=4)[O:22]3)=[C:14]([NH:35][CH2:36][CH:37]([C:44]3[CH:49]=[CH:48][CH:47]=[CH:46][CH:45]=3)[C:38]3[CH:43]=[CH:42][CH:41]=[CH:40][CH:39]=3)[N:13]=2)[CH2:8]1)=[O:5].[OH-].[K+]. Product: [C:44]1([CH:37]([C:38]2[CH:39]=[CH:40][CH:41]=[CH:42][CH:43]=2)[CH2:36][NH:35][C:14]2[N:13]=[C:12]([N:9]3[CH2:10][CH2:11][C@@H:7]([NH:6][C:4](=[O:5])[C:3]([OH:50])=[O:2])[CH2:8]3)[N:20]=[C:19]3[C:15]=2[N:16]=[CH:17][N:18]3[C@H:21]2[C@H:25]([OH:26])[C@H:24]([OH:27])[C@@H:23]([C:28]3[N:29]=[N:30][N:31]([CH2:33][CH3:34])[N:32]=3)[O:22]2)[CH:49]=[CH:48][CH:47]=[CH:46][CH:45]=1. The catalyst class is: 5. (2) Reactant: [N:1]1[N:2]=[C:3]([C:10]2[CH:19]=[CH:18][C:17]3[C:12](=[C:13]([O:20][C@H:21]4[C@H:27]([F:28])[CH2:26][CH2:25][NH:24][CH2:23][CH2:22]4)[CH:14]=[CH:15][CH:16]=3)[N:11]=2)[N:4]2[CH:9]=[CH:8][CH:7]=[CH:6][C:5]=12.[C:29]([O-])([O-])=O.[Na+].[Na+].C(O)=O.C=O. Product: [N:1]1[N:2]=[C:3]([C:10]2[CH:19]=[CH:18][C:17]3[C:12](=[C:13]([O:20][C@H:21]4[C@H:27]([F:28])[CH2:26][CH2:25][N:24]([CH3:29])[CH2:23][CH2:22]4)[CH:14]=[CH:15][CH:16]=3)[N:11]=2)[N:4]2[CH:9]=[CH:8][CH:7]=[CH:6][C:5]=12. The catalyst class is: 2. (3) Reactant: [Br:1][C:2]1[CH:3]=[C:4]([Cl:8])[CH:5]=[CH:6][CH:7]=1.[C:9](=[O:11])=[O:10]. Product: [Br:1][C:2]1[CH:7]=[CH:6][CH:5]=[C:4]([Cl:8])[C:3]=1[C:9]([OH:11])=[O:10]. The catalyst class is: 7. (4) Reactant: [CH3:1][C:2]1[N:3]=[C:4]([C:10]2[CH:15]=[CH:14][C:13]([C:16]([F:19])([F:18])[F:17])=[CH:12][CH:11]=2)[O:5][C:6]=1[C:7](=[O:9])[CH3:8].[CH3:20][Mg]Br. Product: [CH3:1][C:2]1[N:3]=[C:4]([C:10]2[CH:15]=[CH:14][C:13]([C:16]([F:19])([F:18])[F:17])=[CH:12][CH:11]=2)[O:5][C:6]=1[C:7]([OH:9])([CH3:20])[CH3:8]. The catalyst class is: 7.